From a dataset of Forward reaction prediction with 1.9M reactions from USPTO patents (1976-2016). Predict the product of the given reaction. Given the reactants C([O:4][C@H:5]1[C@@H:22]([O:23][C:24](=[O:31])[C:25]2[CH:30]=[CH:29][CH:28]=[CH:27][CH:26]=2)[C@H:21]([O:32][CH2:33][C:34]2[CH:39]=[CH:38][C:37]([Br:40])=[CH:36][CH:35]=2)[C@@H:20]([C@H:41]([CH2:50][O:51][C:52](=[O:59])[C:53]2[CH:58]=[CH:57][CH:56]=[CH:55][CH:54]=2)[O:42][CH2:43][C:44]2[CH:49]=[CH:48][CH:47]=[CH:46][CH:45]=2)[O:19][CH:6]1[S:7][C:8]1[CH:13]=[C:12]([C:14]([CH3:17])([CH3:16])[CH3:15])[CH:11]=[CH:10][C:9]=1[CH3:18])(=O)C.C(Cl)(=O)C, predict the reaction product. The product is: [C:24]([O:23][C@H:22]1[C@H:21]([O:32][CH2:33][C:34]2[CH:39]=[CH:38][C:37]([Br:40])=[CH:36][CH:35]=2)[C@@H:20]([C@H:41]([CH2:50][O:51][C:52](=[O:59])[C:53]2[CH:58]=[CH:57][CH:56]=[CH:55][CH:54]=2)[O:42][CH2:43][C:44]2[CH:45]=[CH:46][CH:47]=[CH:48][CH:49]=2)[O:19][CH:6]([S:7][C:8]2[CH:13]=[C:12]([C:14]([CH3:16])([CH3:17])[CH3:15])[CH:11]=[CH:10][C:9]=2[CH3:18])[C@H:5]1[OH:4])(=[O:31])[C:25]1[CH:26]=[CH:27][CH:28]=[CH:29][CH:30]=1.